Dataset: Reaction yield outcomes from USPTO patents with 853,638 reactions. Task: Predict the reaction yield, written as a fraction of the theoretical maximum amount of product (1.0 means a 100% yield; for example, 0.34 means a 34% yield). (1) The reactants are I[C:2]1[CH:3]=[C:4]([CH:7]=[CH:8][CH:9]=1)[C:5]#[N:6].[C:10]([C:12]1[CH:13]=[N:14][CH:15]=[C:16]([O:18][CH3:19])[CH:17]=1)#[CH:11]. No catalyst specified. The product is [CH3:19][O:18][C:16]1[CH:17]=[C:12]([C:10]#[C:11][C:2]2[CH:3]=[C:4]([CH:7]=[CH:8][CH:9]=2)[C:5]#[N:6])[CH:13]=[N:14][CH:15]=1. The yield is 0.680. (2) The reactants are [NH2:1][C:2]1[CH:11]=[C:10]2[C:5]([CH:6]=[C:7]([C:15]3[C:16]([Br:32])=[CH:17][C:18]([F:31])=[C:19]([NH:21][C:22]([NH:24][C:25]4[CH:30]=[CH:29][CH:28]=[CH:27][CH:26]=4)=[O:23])[CH:20]=3)[C:8](=[O:14])[N:9]2[CH2:12][CH3:13])=[CH:4][N:3]=1.[C:33](OC(=O)C)(=[O:35])[CH3:34]. No catalyst specified. The product is [C:33]([NH:1][C:2]1[CH:11]=[C:10]2[C:5]([CH:6]=[C:7]([C:15]3[C:16]([Br:32])=[CH:17][C:18]([F:31])=[C:19]([NH:21][C:22]([NH:24][C:25]4[CH:26]=[CH:27][CH:28]=[CH:29][CH:30]=4)=[O:23])[CH:20]=3)[C:8](=[O:14])[N:9]2[CH2:12][CH3:13])=[CH:4][N:3]=1)(=[O:35])[CH3:34]. The yield is 0.570. (3) The reactants are C([N:4]1[C:12]2[C:7](=[CH:8][C:9]([C:13](Cl)=[O:14])=[CH:10][CH:11]=2)[C:6]([C:16]2[CH:21]=[CH:20][C:19]([F:22])=[CH:18][CH:17]=2)=[N:5]1)(=O)C.[CH3:23][N:24]1[C:28]([CH2:29][CH2:30][NH2:31])=[CH:27][N:26]=[CH:25]1. No catalyst specified. The product is [F:22][C:19]1[CH:18]=[CH:17][C:16]([C:6]2[C:7]3[C:12](=[CH:11][CH:10]=[C:9]([C:13]([NH:31][CH2:30][CH2:29][C:28]4[N:24]([CH3:23])[CH:25]=[N:26][CH:27]=4)=[O:14])[CH:8]=3)[NH:4][N:5]=2)=[CH:21][CH:20]=1. The yield is 0.320. (4) The reactants are C[O:2][C:3]1[CH:8]=[CH:7][C:6]([C:9]2([C:12]([O:14][CH3:15])=[O:13])[CH2:11][CH2:10]2)=[CH:5][CH:4]=1.CCS.[Al+3].[Cl-].[Cl-].[Cl-]. The catalyst is ClCCl. The product is [CH3:15][O:14][C:12]([C:9]1([C:6]2[CH:5]=[CH:4][C:3]([OH:2])=[CH:8][CH:7]=2)[CH2:10][CH2:11]1)=[O:13]. The yield is 0.950. (5) The reactants are [Br:1][C:2]1[C:3]([F:9])=[C:4]([NH2:8])[CH:5]=[CH:6][CH:7]=1.C1C(=O)N([Cl:17])C(=O)C1. The product is [Br:1][C:2]1[C:3]([F:9])=[C:4]([NH2:8])[CH:5]=[CH:6][C:7]=1[Cl:17]. The yield is 0.510. The catalyst is CN(C=O)C. (6) The reactants are [F:1][C:2]([F:31])([F:30])[S:3]([O:6][C:7]1[C:8]([N+:27]([O-])=O)=[CH:9][C:10]2[O:14][C:13]([C:15]3[CH:20]=[CH:19][C:18]([F:21])=[CH:17][CH:16]=3)=[C:12]([C:22](=[O:25])[NH:23][CH3:24])[C:11]=2[CH:26]=1)(=[O:5])=[O:4]. The catalyst is CCO.CC(O)=O.CCOC(C)=O.[Fe]. The product is [F:31][C:2]([F:1])([F:30])[S:3]([O:6][C:7]1[C:8]([NH2:27])=[CH:9][C:10]2[O:14][C:13]([C:15]3[CH:16]=[CH:17][C:18]([F:21])=[CH:19][CH:20]=3)=[C:12]([C:22](=[O:25])[NH:23][CH3:24])[C:11]=2[CH:26]=1)(=[O:5])=[O:4]. The yield is 0.840. (7) The reactants are [Cl:1][C:2]1[N:9]=[CH:8][CH:7]=[CH:6][C:3]=1[C:4]#[N:5].[CH:10]1(C(O)=O)[CH2:14][CH2:13][CH2:12][CH2:11]1.C(C1C=CC(C#N)=C(Cl)N=1)(C)(C)C. No catalyst specified. The product is [Cl:1][C:2]1[N:9]=[C:8]([CH:10]2[CH2:14][CH2:13][CH2:12][CH2:11]2)[CH:7]=[CH:6][C:3]=1[C:4]#[N:5]. The yield is 0.410. (8) The reactants are [Br:1][C:2]1[CH:3]=[N:4][CH:5]=[C:6]([CH:9](O)[C:10]2[CH:15]=[CH:14][CH:13]=[CH:12][CH:11]=2)[C:7]=1[OH:8].C(O)(C(F)(F)F)=O.[SiH](CC)(CC)CC. The catalyst is C(Cl)Cl. The product is [CH2:9]([C:6]1[CH:5]=[N:4][CH:3]=[C:2]([Br:1])[C:7]=1[OH:8])[C:10]1[CH:11]=[CH:12][CH:13]=[CH:14][CH:15]=1. The yield is 0.100. (9) The reactants are [OH-].[K+].[Br:3][C:4]1[CH:5]=[C:6]([O:12]C(=O)C)[CH:7]=[CH:8][C:9]=1[O:10][CH3:11]. The catalyst is O.CO. The product is [Br:3][C:4]1[CH:5]=[C:6]([OH:12])[CH:7]=[CH:8][C:9]=1[O:10][CH3:11]. The yield is 0.980. (10) The yield is 0.250. The catalyst is CN(C=O)C.O. The reactants are [C:1]([O:4][C:5]1[CH:15]=[CH:14][CH:13]=[CH:12][C:6]=1[C:7]([O:9][CH2:10]Cl)=[O:8])(=[O:3])[CH3:2].[N+:16]([O:19][CH:20]([CH2:35][O:36][N+:37]([O-:39])=[O:38])[CH2:21][CH2:22][C:23]([O:25][C:26]1[CH:34]=[CH:33][CH:32]=[CH:31][C:27]=1[C:28]([OH:30])=[O:29])=[O:24])([O-:18])=[O:17].CCN(CC)CC. The product is [C:1]([O:4][C:5]1[CH:15]=[CH:14][CH:13]=[CH:12][C:6]=1[C:7]([O:9][CH2:10][O:30][C:28](=[O:29])[C:27]1[CH:31]=[CH:32][CH:33]=[CH:34][C:26]=1[O:25][C:23](=[O:24])[CH2:22][CH2:21][CH:20]([O:19][N+:16]([O-:18])=[O:17])[CH2:35][O:36][N+:37]([O-:39])=[O:38])=[O:8])(=[O:3])[CH3:2].